This data is from Forward reaction prediction with 1.9M reactions from USPTO patents (1976-2016). The task is: Predict the product of the given reaction. Given the reactants [S:1]1[CH:5]=[CH:4][CH:3]=[C:2]1[CH:6]=[O:7].[CH2:8](O)[CH2:9][OH:10], predict the reaction product. The product is: [S:1]1[CH:5]=[CH:4][CH:3]=[C:2]1[CH:6]1[O:10][CH2:9][CH2:8][O:7]1.